Task: Predict the reaction yield, written as a fraction of the theoretical maximum amount of product (1.0 means a 100% yield; for example, 0.34 means a 34% yield).. Dataset: Reaction yield outcomes from USPTO patents with 853,638 reactions (1) The reactants are [Cl:1][C:2]([F:14])([F:13])[C:3]1[CH:8]=[CH:7][C:6]([CH:9]([S:11][CH3:12])[CH3:10])=[CH:5][N:4]=1.[N:15]#[C:16][NH2:17].C(O)(=O)C.C(O)(=O)C.IC1C=CC=CC=1. The catalyst is O1CCCC1. The product is [Cl:1][C:2]([F:13])([F:14])[C:3]1[N:4]=[CH:5][C:6]([CH:9]([S:11]([CH3:12])=[N:17][C:16]#[N:15])[CH3:10])=[CH:7][CH:8]=1. The yield is 0.480. (2) The reactants are [N+:1]([C:4]1[CH:8]=[C:7]([C:9]([OH:11])=[O:10])[NH:6][N:5]=1)([O-:3])=[O:2].OS(O)(=O)=O.[CH3:17]O. No catalyst specified. The product is [N+:1]([C:4]1[CH:8]=[C:7]([C:9]([O:11][CH3:17])=[O:10])[NH:6][N:5]=1)([O-:3])=[O:2]. The yield is 0.700. (3) The product is [CH3:1][O:22][C:21]([C:15]1[C:14]([CH3:13])=[CH:19][CH:18]=[C:17]([CH3:20])[N:16]=1)=[O:23]. The catalyst is C1C=CC=CC=1.CO.C(OCC)(=O)C. The reactants are [CH3:1][Si](C=[N+]=[N-])(C)C.CCOCC.[CH3:13][C:14]1[C:15]([C:21]([OH:23])=[O:22])=[N:16][C:17]([CH3:20])=[CH:18][CH:19]=1. The yield is 0.532. (4) The reactants are Cl[C:2]1[N:3]=[N:4][C:5]([O:8][CH2:9][C:10]2[N:11]([CH3:22])[N:12]=[N:13][C:14]=2[C:15]2[CH:20]=[CH:19][C:18]([F:21])=[CH:17][CH:16]=2)=[CH:6][CH:7]=1.[C:23](=[O:26])([O-])[O-:24].[Na+].[Na+].[CH2:29](O)[CH3:30]. The catalyst is C1(P(C2C=CC=CC=2)[C-]2C=CC=C2)C=CC=CC=1.[C-]1(P(C2C=CC=CC=2)C2C=CC=CC=2)C=CC=C1.[Fe+2].C([O-])(=O)C.[Pd+2].C([O-])(=O)C. The product is [CH2:29]([O:24][C:23]([C:2]1[N:3]=[N:4][C:5]([O:8][CH2:9][C:10]2[N:11]([CH3:22])[N:12]=[N:13][C:14]=2[C:15]2[CH:20]=[CH:19][C:18]([F:21])=[CH:17][CH:16]=2)=[CH:6][CH:7]=1)=[O:26])[CH3:30]. The yield is 0.800.